Dataset: Catalyst prediction with 721,799 reactions and 888 catalyst types from USPTO. Task: Predict which catalyst facilitates the given reaction. (1) Reactant: [NH2:1][C:2]1[CH:3]=[C:4]([CH:21]=[CH:22][CH:23]=1)[O:5][C:6]1[CH:7]=[CH:8][C:9]2[N:10]([CH:12]=[C:13]([NH:15][C:16]([CH:18]3[CH2:20][CH2:19]3)=[O:17])[N:14]=2)[N:11]=1.[OH:24][C:25]([C:28]1[S:29][C:30]([C:33](O)=[O:34])=[CH:31][N:32]=1)([CH3:27])[CH3:26].Cl.CN(C)CCCN=C=NCC.ON1C2C=CC=CC=2N=N1. Product: [CH:18]1([C:16]([NH:15][C:13]2[N:14]=[C:9]3[CH:8]=[CH:7][C:6]([O:5][C:4]4[CH:3]=[C:2]([NH:1][C:33]([C:30]5[S:29][C:28]([C:25]([OH:24])([CH3:26])[CH3:27])=[N:32][CH:31]=5)=[O:34])[CH:23]=[CH:22][CH:21]=4)=[N:11][N:10]3[CH:12]=2)=[O:17])[CH2:20][CH2:19]1. The catalyst class is: 9. (2) Reactant: Cl[CH2:2][C:3]([C:5]1[CH:14]=[CH:13][C:12]2[C:7](=[CH:8][CH:9]=[CH:10][C:11]=2[O:15][Si](C(C)C)(C(C)C)C(C)C)[CH:6]=1)=[O:4].[CH2:26]([O:33][C:34]([N:36]1[CH2:43][CH2:42][CH2:41][C@H:37]1[C:38]([OH:40])=[O:39])=[O:35])[C:27]1[CH:32]=[CH:31][CH:30]=[CH:29][CH:28]=1.C(N(C(C)C)CC)(C)C.[F-].C([N+](CCCC)(CCCC)CCCC)CCC. Product: [N:36]1([C:34]([O:33][CH2:26][C:27]2[CH:32]=[CH:31][CH:30]=[CH:29][CH:28]=2)=[O:35])[CH2:43][CH2:42][CH2:41][C@H:37]1[C:38]([O:40][CH2:2][C:3]([C:5]1[CH:14]=[CH:13][C:12]2[C:7](=[CH:8][CH:9]=[CH:10][C:11]=2[OH:15])[CH:6]=1)=[O:4])=[O:39]. The catalyst class is: 647. (3) Reactant: [CH3:1][N:2]([C:4]1[CH:9]=[CH:8][C:7]([Si:10]([C:17]2[CH:22]=[CH:21][C:20]([N:23]([CH3:25])[CH3:24])=[CH:19][CH:18]=2)([CH2:13][CH2:14][CH2:15]Br)[O:11][CH3:12])=[CH:6][CH:5]=1)[CH3:3].C(=O)([O-])[O-].[K+].[K+].[NH:32]1[CH2:37][CH2:36][CH2:35][CH2:34][CH2:33]1. Product: [CH3:1][N:2]([C:4]1[CH:9]=[CH:8][C:7]([Si:10]([C:17]2[CH:22]=[CH:21][C:20]([N:23]([CH3:25])[CH3:24])=[CH:19][CH:18]=2)([CH2:13][CH2:14][CH2:15][N:32]2[CH2:37][CH2:36][CH2:35][CH2:34][CH2:33]2)[O:11][CH3:12])=[CH:6][CH:5]=1)[CH3:3]. The catalyst class is: 459. (4) Reactant: CN(C(ON1N=NC2C=CC=NC1=2)=[N+](C)C)C.F[P-](F)(F)(F)(F)F.[C:25]([O:29][C:30]([NH:32][CH2:33][C:34]1([C:49]([OH:51])=O)[CH2:39][CH2:38][N:37]([C:40]2[C:41]3[CH:48]=[CH:47][NH:46][C:42]=3[N:43]=[CH:44][N:45]=2)[CH2:36][CH2:35]1)=[O:31])([CH3:28])([CH3:27])[CH3:26].CCN(C(C)C)C(C)C.[CH3:61][C:62]1[S:66][C:65]([NH2:67])=[N:64][CH:63]=1. Product: [CH3:61][C:62]1[S:66][C:65]([NH:67][C:49]([C:34]2([CH2:33][NH:32][C:30](=[O:31])[O:29][C:25]([CH3:27])([CH3:28])[CH3:26])[CH2:39][CH2:38][N:37]([C:40]3[C:41]4[CH:48]=[CH:47][NH:46][C:42]=4[N:43]=[CH:44][N:45]=3)[CH2:36][CH2:35]2)=[O:51])=[N:64][CH:63]=1. The catalyst class is: 44.